Dataset: Reaction yield outcomes from USPTO patents with 853,638 reactions. Task: Predict the reaction yield, written as a fraction of the theoretical maximum amount of product (1.0 means a 100% yield; for example, 0.34 means a 34% yield). (1) The reactants are [F:1][C:2]1[CH:7]=[CH:6][C:5]([N:8]2[C:16]3[CH:15]=[C:14]4[CH2:17][CH2:18][CH2:19][C@H:20]5[CH2:25][C@:24]([OH:30])([C:26]([F:29])([F:28])[F:27])[CH2:23][CH2:22][C@:21]5([C:31]#[N:32])[C:13]4=[CH:12][C:11]=3[CH:10]=[N:9]2)=[CH:4][CH:3]=1.[F:33][C:34]1[CH:39]=[CH:38][C:37]([N:40]2[C:48]3[CH:47]=[C:46]4[CH2:49][CH2:50][CH2:51][C@@H:52]5[CH2:57][C@@:56]([OH:62])([C:58]([F:61])([F:60])[F:59])[CH2:55][CH2:54][C@@:53]5([C:63]#[N:64])[C:45]4=[CH:44][C:43]=3[CH:42]=[N:41]2)=[CH:36][CH:35]=1.[Li+].C[Si]([N-][Si](C)(C)C)(C)C.[CH2:75]([Si:77]([CH2:81][CH3:82])([CH2:79][CH3:80])Cl)[CH3:76]. The catalyst is C1COCC1. The product is [F:1][C:2]1[CH:3]=[CH:4][C:5]([N:8]2[C:16]3[CH:15]=[C:14]4[CH2:17][CH2:18][CH2:19][C@@H:20]5[CH2:25][C@@:24]([O:30][Si:77]([CH2:81][CH3:82])([CH2:79][CH3:80])[CH2:75][CH3:76])([C:26]([F:29])([F:28])[F:27])[CH2:23][CH2:22][C@@:21]5([C:31]#[N:32])[C:13]4=[CH:12][C:11]=3[CH:10]=[N:9]2)=[CH:6][CH:7]=1.[F:33][C:34]1[CH:35]=[CH:36][C:37]([N:40]2[C:48]3[CH:47]=[C:46]4[CH2:49][CH2:50][CH2:51][C@H:52]5[CH2:57][C@:56]([O:62][Si:77]([CH2:81][CH3:82])([CH2:79][CH3:80])[CH2:75][CH3:76])([C:58]([F:61])([F:60])[F:59])[CH2:55][CH2:54][C@:53]5([C:63]#[N:64])[C:45]4=[CH:44][C:43]=3[CH:42]=[N:41]2)=[CH:38][CH:39]=1. The yield is 0.760. (2) The reactants are [C:1]1([CH:7]([C:23]2[CH:28]=[CH:27][CH:26]=[CH:25][CH:24]=2)[N:8]2[CH2:11]C(NCC3C=CC=CC=3)(C(O)=O)[CH2:9]2)[CH:6]=[CH:5][CH:4]=[CH:3][CH:2]=1.C([N:32](CC)[CH:33]([CH3:35])[CH3:34])(C)C.C[CH:39]([NH2:41])[CH3:40].C([O:45][CH2:46][CH3:47])(=O)C. The catalyst is CN(C=O)C. The product is [C:23]1([CH:7]([C:1]2[CH:2]=[CH:3][CH:4]=[CH:5][CH:6]=2)[N:8]2[CH2:9][C:47]([NH:41][CH2:39][C:40]3[CH:5]=[CH:6][CH:1]=[CH:2][CH:3]=3)([C:46]([NH:32][CH:33]([CH3:34])[CH3:35])=[O:45])[CH2:11]2)[CH:24]=[CH:25][CH:26]=[CH:27][CH:28]=1. The yield is 0.920. (3) The product is [Br:1][C:2]1[CH:3]=[C:4]2[C:9]([S:17][CH2:15][CH3:16])=[C:8]([C:11]([NH2:13])=[O:12])[CH:7]=[N:6][N:5]2[CH:14]=1. The catalyst is CN1C(=O)CCC1.CCOC(C)=O. The yield is 0.651. The reactants are [Br:1][C:2]1[CH:3]=[C:4]2[C:9](Cl)=[C:8]([C:11]([NH2:13])=[O:12])[CH:7]=[N:6][N:5]2[CH:14]=1.[CH2:15]([SH:17])[CH3:16].C(=O)([O-])[O-].[K+].[K+].O. (4) The reactants are [N:1]([O-])=O.[Na+].[NH2:5][C:6]1[CH:11]=[CH:10][C:9]([CH2:12][C:13]([O:15][CH2:16][CH3:17])=[O:14])=[CH:8][CH:7]=1.[Sn](Cl)[Cl:19]. The catalyst is O.Cl. The product is [ClH:19].[NH:5]([C:6]1[CH:7]=[CH:8][C:9]([CH2:12][C:13]([O:15][CH2:16][CH3:17])=[O:14])=[CH:10][CH:11]=1)[NH2:1]. The yield is 0.880. (5) The reactants are [N:1]1([CH2:6][CH2:7][O:8][C:9]2[CH:10]=[C:11]3[C:16](=[CH:17][CH:18]=2)[C:15](=[O:19])[CH2:14][CH2:13][CH2:12]3)[CH:5]=[CH:4][N:3]=[CH:2]1.[CH:20](=O)[CH:21]=[CH:22][C:23]1[CH:28]=[CH:27][CH:26]=[CH:25][CH:24]=1. The catalyst is [OH-].[K+].CCO.O. The product is [N:1]1([CH2:6][CH2:7][O:8][C:9]2[CH:10]=[C:11]3[C:16](=[CH:17][CH:18]=2)[C:15](=[O:19])/[C:14](=[CH:20]/[CH:21]=[CH:22]/[C:23]2[CH:28]=[CH:27][CH:26]=[CH:25][CH:24]=2)/[CH2:13][CH2:12]3)[CH:5]=[CH:4][N:3]=[CH:2]1. The yield is 0.682. (6) The reactants are [C:1]([C:9]1[N:10]=[CH:11][C:12]2[C:17]([CH:18]=1)=[CH:16][CH:15]=[CH:14][CH:13]=2)(=O)[C:2]1[CH:7]=[CH:6][CH:5]=[CH:4][CH:3]=1.O.NN.[OH-].[K+].O. The catalyst is C(O)CO. The product is [CH2:1]([C:9]1[N:10]=[CH:11][C:12]2[C:17]([CH:18]=1)=[CH:16][CH:15]=[CH:14][CH:13]=2)[C:2]1[CH:7]=[CH:6][CH:5]=[CH:4][CH:3]=1. The yield is 0.950. (7) The reactants are [C:1]([O:5][C:6](=[O:36])[NH:7][C:8]1([C:12]2[CH:17]=[CH:16][C:15]([C:18]3[C:27](=[O:28])[C:26]4[C:21](=[CH:22]C=[C:24](F)[CH:25]=4)[O:20][C:19]=3[C:30]3[CH:35]=[CH:34][CH:33]=[CH:32][CH:31]=3)=[CH:14][CH:13]=2)[CH2:11][CH2:10][CH2:9]1)([CH3:4])([CH3:3])[CH3:2].IC1C(=O)C2C=C[N:43]3[C:56](=[O:57])[N:55]([CH2:58][O:59][CH2:60][CH2:61][Si:62]([CH3:65])([CH3:64])[CH3:63])[N:54]=C3C=2OC=1C1C=CC=CC=1. No catalyst specified. The product is [C:1]([O:5][C:6](=[O:36])[NH:7][C:8]1([C:12]2[CH:17]=[CH:16][C:15]([C:18]3[C:27](=[O:28])[C:26]4[CH:25]=[CH:24][N:43]5[C:56](=[O:57])[N:55]([CH2:58][O:59][CH2:60][CH2:61][Si:62]([CH3:65])([CH3:64])[CH3:63])[N:54]=[C:22]5[C:21]=4[O:20][C:19]=3[C:30]3[CH:35]=[CH:34][CH:33]=[CH:32][CH:31]=3)=[CH:14][CH:13]=2)[CH2:11][CH2:10][CH2:9]1)([CH3:4])([CH3:2])[CH3:3]. The yield is 0.780. (8) The reactants are [CH:1]1([C:4]2[N:5]=[C:6]([CH3:26])[NH:7][C:8](=[O:25])[C:9]=2[CH2:10][C:11]2[CH:16]=[CH:15][C:14]([C:17]3[C:18]([C:23]#[N:24])=[CH:19][CH:20]=[CH:21][CH:22]=3)=[CH:13][CH:12]=2)[CH2:3][CH2:2]1.[CH3:27][CH:28]1[CH2:32][C:31]2[CH:33]=[C:34](B(O)O)[CH:35]=[CH:36][C:30]=2[O:29]1.C(N(CC)CC)C.N1C=CC=CC=1. The catalyst is C([O-])(=O)C.[Cu+2].C([O-])(=O)C.C(OCC)(=O)C.C(Cl)Cl. The product is [CH:1]1([C:4]2[N:5]=[C:6]([CH3:26])[N:7]([C:34]3[CH:35]=[CH:36][C:30]4[O:29][CH:28]([CH3:27])[CH2:32][C:31]=4[CH:33]=3)[C:8](=[O:25])[C:9]=2[CH2:10][C:11]2[CH:16]=[CH:15][C:14]([C:17]3[C:18]([C:23]#[N:24])=[CH:19][CH:20]=[CH:21][CH:22]=3)=[CH:13][CH:12]=2)[CH2:2][CH2:3]1. The yield is 0.570. (9) The reactants are [Br:1][C:2]1[CH:10]=[C:9]2[C:5]([C:6]([CH:11]=[O:12])=[CH:7][NH:8]2)=[CH:4][CH:3]=1.[H-].[Na+].[F:15][C:16]([F:28])([F:27])[C:17]1[CH:18]=[C:19]([S:23](Cl)(=[O:25])=[O:24])[CH:20]=[CH:21][CH:22]=1.O. The catalyst is CN(C)C=O. The product is [Br:1][C:2]1[CH:10]=[C:9]2[C:5]([C:6]([CH:11]=[O:12])=[CH:7][N:8]2[S:23]([C:19]2[CH:20]=[CH:21][CH:22]=[C:17]([C:16]([F:15])([F:27])[F:28])[CH:18]=2)(=[O:25])=[O:24])=[CH:4][CH:3]=1. The yield is 0.763. (10) The reactants are C(N(CC)CC)C.[CH:8]1[CH:13]=[CH:12][C:11]([C@H:14]([NH2:17])[CH2:15][OH:16])=[CH:10][CH:9]=1.Br[CH2:19][C:20]([O:22][C:23]([CH3:26])([CH3:25])[CH3:24])=[O:21].[Cl-].[NH4+]. The catalyst is O1CCCC1. The product is [OH:16][CH2:15][C@@H:14]([NH:17][CH2:19][C:20]([O:22][C:23]([CH3:26])([CH3:25])[CH3:24])=[O:21])[C:11]1[CH:12]=[CH:13][CH:8]=[CH:9][CH:10]=1. The yield is 0.330.